From a dataset of Full USPTO retrosynthesis dataset with 1.9M reactions from patents (1976-2016). Predict the reactants needed to synthesize the given product. (1) The reactants are: [C:1]1([CH2:7][CH:8]([O:13][C:14]2[CH:23]=[CH:22][C:21]3[C:16](=[CH:17][CH:18]=[C:19]([C:24]4[NH:25][C:26]([C:29]5[CH:34]=[CH:33][CH:32]=[CH:31][CH:30]=5)=[CH:27][CH:28]=4)[CH:20]=3)[CH:15]=2)[C:9]([O:11]C)=[O:10])[CH:6]=[CH:5][CH:4]=[CH:3][CH:2]=1.[OH-].[Na+].Cl. Given the product [C:1]1([CH2:7][CH:8]([O:13][C:14]2[CH:23]=[CH:22][C:21]3[C:16](=[CH:17][CH:18]=[C:19]([C:24]4[NH:25][C:26]([C:29]5[CH:34]=[CH:33][CH:32]=[CH:31][CH:30]=5)=[CH:27][CH:28]=4)[CH:20]=3)[CH:15]=2)[C:9]([OH:11])=[O:10])[CH:2]=[CH:3][CH:4]=[CH:5][CH:6]=1, predict the reactants needed to synthesize it. (2) Given the product [CH3:1][O:2][C:3]1[CH:4]=[C:5]([C@@H:11]([CH2:28][OH:29])[C:12]([C:14]2[C:15]([OH:26])=[C:16]3[C:21](=[CH:22][CH:23]=2)[O:20][C:19]([CH3:24])([CH3:25])[CH:18]=[CH:17]3)=[O:13])[CH:6]=[CH:7][C:8]=1[O:9][CH3:10], predict the reactants needed to synthesize it. The reactants are: [CH3:1][O:2][C:3]1[CH:4]=[C:5]([C@@H:11]([CH2:28][O:29]CC2C=CC(OC)=CC=2)[C:12]([C:14]2[C:15]([O:26]C)=[C:16]3[C:21](=[CH:22][CH:23]=2)[O:20][C:19]([CH3:25])([CH3:24])[CH:18]=[CH:17]3)=[O:13])[CH:6]=[CH:7][C:8]=1[O:9][CH3:10].B(Cl)(Cl)Cl.